This data is from Full USPTO retrosynthesis dataset with 1.9M reactions from patents (1976-2016). The task is: Predict the reactants needed to synthesize the given product. (1) Given the product [NH2:1][C:2]1[N:6]([CH2:7][CH2:8][CH2:9][CH3:10])[C:5]([Br:14])=[N:4][C:3]=1[C:11]([NH2:13])=[O:12], predict the reactants needed to synthesize it. The reactants are: [NH2:1][C:2]1[N:6]([CH2:7][CH2:8][CH2:9][CH3:10])[CH:5]=[N:4][C:3]=1[C:11]([NH2:13])=[O:12].[Br:14]N1C(=O)CCC1=O. (2) Given the product [C:11]1([CH3:10])[CH:16]=[CH:15][C:14]([C:17]([O:9][CH2:8][CH2:7][C:1]2[CH:6]=[CH:5][CH:4]=[CH:3][CH:2]=2)=[O:18])=[CH:13][CH:12]=1, predict the reactants needed to synthesize it. The reactants are: [C:1]1([CH2:7][CH2:8][OH:9])[CH:6]=[CH:5][CH:4]=[CH:3][CH:2]=1.[CH3:10][C:11]1[CH:12]=[CH:13][C:14]([C:17](O)=[O:18])=[CH:15][CH:16]=1.[OH-].[K+]. (3) Given the product [Cl:1][CH2:2][CH2:3][CH2:4][CH2:5][CH2:6][CH:7]1[CH2:14][C:13]2[C:8]1=[CH:9][CH:10]=[CH:11][CH:12]=2, predict the reactants needed to synthesize it. The reactants are: [Cl:1][CH2:2][CH2:3][CH2:4][CH2:5][CH2:6][CH:7]1[CH2:14][C:13]2[C:8]1=[CH:9][CH:10]=[C:11]([Si](C)(C)C)[CH:12]=2.FC(F)(F)C(O)=O. (4) Given the product [Cl:11][C:12]1[N:17]=[CH:16][C:15]([C:18](=[O:20])[CH2:19][CH2:22][C:23]([C:25]2[CH:26]=[N:27][C:28]([Cl:31])=[CH:29][CH:30]=2)=[O:24])=[CH:14][CH:13]=1, predict the reactants needed to synthesize it. The reactants are: C(O)(C)(C)C.C(NCC)C.[Cl:11][C:12]1[N:17]=[CH:16][C:15]([C:18](=[O:20])[CH3:19])=[CH:14][CH:13]=1.Br[CH2:22][C:23]([C:25]1[CH:26]=[N:27][C:28]([Cl:31])=[CH:29][CH:30]=1)=[O:24].OS(O)(=O)=O.